Dataset: Full USPTO retrosynthesis dataset with 1.9M reactions from patents (1976-2016). Task: Predict the reactants needed to synthesize the given product. (1) Given the product [NH2:44][CH2:43][C:40]1[CH:39]=[CH:38][C:37]([CH2:36][NH:35][C:20](=[O:22])[C@@H:19]([NH:18][C:16]([NH:60][C:57]2[CH:56]=[CH:55][C:54]([O:53][CH2:46][C:47]3[CH:48]=[CH:49][CH:50]=[CH:51][CH:52]=3)=[CH:59][CH:58]=2)=[O:17])[C:23]2[CH:24]=[CH:25][CH:26]=[CH:27][CH:28]=2)=[CH:42][CH:41]=1, predict the reactants needed to synthesize it. The reactants are: C1C2C(CO[C:16]([NH:18][C@@H:19]([C:23]3[CH:28]=[CH:27][CH:26]=[CH:25][CH:24]=3)[C:20]([OH:22])=O)=[O:17])C3C(=CC=CC=3)C=2C=CC=1.C(OC(=O)[NH:35][CH2:36][C:37]1[CH:42]=[CH:41][C:40]([CH2:43][NH2:44])=[CH:39][CH:38]=1)(C)(C)C.[CH2:46]([O:53][C:54]1[CH:59]=[CH:58][C:57]([N:60]=C=O)=[CH:56][CH:55]=1)[C:47]1[CH:52]=[CH:51][CH:50]=[CH:49][CH:48]=1. (2) Given the product [C:12]([O:1][C:2]1[CH:9]=[CH:8][C:5]([CH:6]=[O:7])=[CH:4][C:3]=1[O:10][CH3:11])(=[O:14])[CH3:13], predict the reactants needed to synthesize it. The reactants are: [OH:1][C:2]1[CH:9]=[CH:8][C:5]([CH:6]=[O:7])=[CH:4][C:3]=1[O:10][CH3:11].[C:12](OC(=O)C)(=[O:14])[CH3:13]. (3) Given the product [C:12]([C:6]1[CH:7]=[N:8][C:9]2[C:4]([C:5]=1[NH:16][C:17]1[CH:22]=[N:21][C:20]([N:23]3[CH2:24][CH2:25][N:26]([C:29]([O:31][C:32]([CH3:35])([CH3:34])[CH3:33])=[O:30])[CH2:27][CH2:28]3)=[N:19][CH:18]=1)=[CH:3][C:2]([Br:1])=[CH:11][CH:10]=2)(=[O:14])[CH3:13], predict the reactants needed to synthesize it. The reactants are: [Br:1][C:2]1[CH:3]=[C:4]2[C:9](=[CH:10][CH:11]=1)[N:8]=[CH:7][C:6]([C:12](=[O:14])[CH3:13])=[C:5]2Cl.[NH2:16][C:17]1[CH:18]=[N:19][C:20]([N:23]2[CH2:28][CH2:27][N:26]([C:29]([O:31][C:32]([CH3:35])([CH3:34])[CH3:33])=[O:30])[CH2:25][CH2:24]2)=[N:21][CH:22]=1. (4) Given the product [Br:1][C:2]1[CH:11]=[C:10]2[C:5]([C:6]([I:20])=[C:7]([NH2:12])[N:8]=[CH:9]2)=[CH:4][CH:3]=1, predict the reactants needed to synthesize it. The reactants are: [Br:1][C:2]1[CH:11]=[C:10]2[C:5]([CH:6]=[C:7]([NH2:12])[N:8]=[CH:9]2)=[CH:4][CH:3]=1.C1C(=O)N([I:20])C(=O)C1.O. (5) Given the product [CH3:48][C:2]1([CH3:1])[CH2:6][C:5]2([CH2:11][CH2:10][CH2:9][N:8]([CH:12]3[CH2:17][CH2:16][N:15]([C:18]([C:20]4[CH:21]=[C:22]([C:31]5[CH:46]=[CH:45][C:34]([C:35]([OH:37])=[O:36])=[CH:33][CH:32]=5)[S:23][C:24]=4[NH:25][C:26](=[O:30])[NH:27][CH2:28][CH3:29])=[O:19])[CH2:14][CH2:13]3)[CH2:7]2)[C:4](=[O:47])[O:3]1, predict the reactants needed to synthesize it. The reactants are: [CH3:1][C:2]1([CH3:48])[CH2:6][C:5]2([CH2:11][CH2:10][CH2:9][N:8]([CH:12]3[CH2:17][CH2:16][N:15]([C:18]([C:20]4[CH:21]=[C:22]([C:31]5[CH:46]=[CH:45][C:34]([C:35]([O:37]CC6C=CC=CC=6)=[O:36])=[CH:33][CH:32]=5)[S:23][C:24]=4[NH:25][C:26](=[O:30])[NH:27][CH2:28][CH3:29])=[O:19])[CH2:14][CH2:13]3)[CH2:7]2)[C:4](=[O:47])[O:3]1.